Dataset: Reaction yield outcomes from USPTO patents with 853,638 reactions. Task: Predict the reaction yield, written as a fraction of the theoretical maximum amount of product (1.0 means a 100% yield; for example, 0.34 means a 34% yield). (1) The reactants are Cl[C:2]1[CH:3]=[CH:4][C:5]2[O:14][CH2:13][CH2:12][C:11]3[CH:10]=[C:9]([C:15]4[N:16]([C:20]5[CH:25]=[CH:24][C:23]([F:26])=[CH:22][C:21]=5[F:27])[N:17]=[CH:18][N:19]=4)[S:8][C:7]=3[C:6]=2[N:28]=1.[CH2:29]([NH2:37])[CH2:30][C:31]1[CH:36]=[CH:35][CH:34]=[CH:33][CH:32]=1.C(N1CCN2CCN(CCCC)P1N(CCCC)CC2)CCC.CC(C)([O-])C. The catalyst is O1CCOCC1.CC([O-])=O.CC([O-])=O.[Pd+2]. The product is [F:27][C:21]1[CH:22]=[C:23]([F:26])[CH:24]=[CH:25][C:20]=1[N:16]1[C:15]([C:9]2[S:8][C:7]3[C:6]4[N:28]=[C:2]([NH:37][CH2:29][CH2:30][C:31]5[CH:36]=[CH:35][CH:34]=[CH:33][CH:32]=5)[CH:3]=[CH:4][C:5]=4[O:14][CH2:13][CH2:12][C:11]=3[CH:10]=2)=[N:19][CH:18]=[N:17]1. The yield is 0.250. (2) The reactants are C(Cl)CCl.[F:5][C:6]1[CH:7]=[CH:8][C:9]([NH:12][NH2:13])=[N:10][CH:11]=1.[C:14](O)(=[O:18])[CH:15]([CH3:17])[CH3:16].C1C=CC2N(O)N=NC=2C=1. The catalyst is C(Cl)Cl. The product is [F:5][C:6]1[CH:7]=[CH:8][C:9]([NH:12][NH:13][C:14](=[O:18])[CH:15]([CH3:17])[CH3:16])=[N:10][CH:11]=1. The yield is 0.640. (3) The reactants are [F:1][C:2]1[CH:13]=[CH:12][C:5]([CH2:6][O:7][CH2:8][C:9]([OH:11])=O)=[CH:4][CH:3]=1.Cl.CN(C)CCCN=C=NCC.[NH2:26][CH2:27][CH2:28][CH2:29][C:30]1[CH:35]=[CH:34][C:33]([S:36]([NH:39][C:40]2[CH:45]=[CH:44][CH:43]=[CH:42][CH:41]=2)(=[O:38])=[O:37])=[CH:32][CH:31]=1. The catalyst is CN(C)C=O.CN(C)C1C=CN=CC=1. The product is [F:1][C:2]1[CH:3]=[CH:4][C:5]([CH2:6][O:7][CH2:8][C:9]([NH:26][CH2:27][CH2:28][CH2:29][C:30]2[CH:31]=[CH:32][C:33]([S:36](=[O:38])(=[O:37])[NH:39][C:40]3[CH:41]=[CH:42][CH:43]=[CH:44][CH:45]=3)=[CH:34][CH:35]=2)=[O:11])=[CH:12][CH:13]=1. The yield is 0.0400. (4) The reactants are Cl.[F:2][C:3]1[CH:22]=[C:21]([F:23])[CH:20]=[CH:19][C:4]=1[O:5][C:6]1[C:15]([O:16][CH3:17])=[CH:14][C:13](N)=[C:12]2[C:7]=1[CH:8]=[CH:9][CH:10]=[N:11]2.N([O-])=O.[Na+].[OH-].[Na+]. The catalyst is O. The product is [F:2][C:3]1[CH:22]=[C:21]([F:23])[CH:20]=[CH:19][C:4]=1[O:5][C:6]1[C:15]([O:16][CH3:17])=[CH:14][CH:13]=[C:12]2[C:7]=1[CH:8]=[CH:9][CH:10]=[N:11]2. The yield is 0.660. (5) The reactants are [F:1][C:2]1[CH:7]=[CH:6][CH:5]=[C:4]([F:8])[C:3]=1[S:9]([NH:12][C:13]1[CH:18]=[C:17]([C:19]([O:21]C)=O)[CH:16]=[CH:15][N:14]=1)(=[O:11])=[O:10].[Li+].C[Si]([N-][Si](C)(C)C)(C)C.[Cl:33][C:34]1[N:39]=[C:38]([CH3:40])[CH:37]=[CH:36][N:35]=1. The catalyst is C1COCC1. The product is [Cl:33][C:34]1[N:39]=[C:38]([CH2:40][C:19]([C:17]2[CH:16]=[CH:15][N:14]=[C:13]([NH:12][S:9]([C:3]3[C:4]([F:8])=[CH:5][CH:6]=[CH:7][C:2]=3[F:1])(=[O:10])=[O:11])[CH:18]=2)=[O:21])[CH:37]=[CH:36][N:35]=1. The yield is 0.760. (6) The reactants are [CH3:1][O:2][C:3]([C@H:5]1[N:9]2[C:10](=[O:33])[C:11]([C:31]#[N:32])=[C:12]([CH2:20]C3C4C(=CC=CC=4)C=CC=3)[C:13]([C:14]3[CH:19]=[CH:18][CH:17]=[CH:16][CH:15]=3)=[C:8]2[S:7][CH2:6]1)=[O:4].COC([C@H]1N2C(=O)C(Br)=C(CC3C4C(=CC=CC=4)C=CC=3)C(C3C=CC=CC=3)=C2SC1)=O.COC([C@H]1N2C(=O)C(Br)=C(C)C(C3C=CC=CC=3)=C2SC1)=O. No catalyst specified. The product is [CH3:1][O:2][C:3]([C@H:5]1[N:9]2[C:10](=[O:33])[C:11]([C:31]#[N:32])=[C:12]([CH3:20])[C:13]([C:14]3[CH:19]=[CH:18][CH:17]=[CH:16][CH:15]=3)=[C:8]2[S:7][CH2:6]1)=[O:4]. The yield is 0.860. (7) The yield is 0.201. The reactants are [O:1]=[C:2]1[N:6]2[C:7]3[CH:8]=[CH:9][C:10](B4OC(C)(C)C(C)(C)O4)=[CH:11][C:12]=3[CH2:13][C@H:5]2[C@H:4]([CH2:23][NH:24][C:25](=[O:27])[CH3:26])[O:3]1.Br[C:29]1[CH:30]=[CH:31][C:32]([C:35](=[O:42])[CH2:36][N:37]2[CH:41]=[CH:40][N:39]=[CH:38]2)=[N:33][CH:34]=1.C([O-])([O-])=O.[K+].[K+].O1CCOCC1. The catalyst is O. The product is [N:37]1([CH2:36][C:35]([C:32]2[N:33]=[CH:34][C:29]([C:10]3[CH:9]=[CH:8][C:7]4[N:6]5[C:2](=[O:1])[O:3][C@@H:4]([CH2:23][NH:24][C:25](=[O:27])[CH3:26])[C@@H:5]5[CH2:13][C:12]=4[CH:11]=3)=[CH:30][CH:31]=2)=[O:42])[CH:41]=[CH:40][N:39]=[CH:38]1. (8) The reactants are C[O:2][C:3]([C:5]1[S:9][C:8]2[CH:10]=[C:11]([F:14])[CH:12]=[CH:13][C:7]=2[C:6]=1[CH:15]1[CH2:20][CH2:19][N:18]([CH2:21][CH2:22][CH2:23][N:24]2[C:32]3[CH2:31][CH2:30][N:29]([S:33]([CH3:36])(=[O:35])=[O:34])[CH2:28][C:27]=3[C:26]([C:37]3[CH:42]=[CH:41][C:40]([C:43]([F:46])([F:45])[F:44])=[CH:39][CH:38]=3)=[N:25]2)[CH2:17][CH2:16]1)=[O:4].[OH-].[K+].Cl. The catalyst is C1COCC1.O. The product is [F:14][C:11]1[CH:12]=[CH:13][C:7]2[C:6]([CH:15]3[CH2:16][CH2:17][N:18]([CH2:21][CH2:22][CH2:23][N:24]4[C:32]5[CH2:31][CH2:30][N:29]([S:33]([CH3:36])(=[O:35])=[O:34])[CH2:28][C:27]=5[C:26]([C:37]5[CH:42]=[CH:41][C:40]([C:43]([F:45])([F:46])[F:44])=[CH:39][CH:38]=5)=[N:25]4)[CH2:19][CH2:20]3)=[C:5]([C:3]([OH:4])=[O:2])[S:9][C:8]=2[CH:10]=1. The yield is 1.00.